This data is from Full USPTO retrosynthesis dataset with 1.9M reactions from patents (1976-2016). The task is: Predict the reactants needed to synthesize the given product. Given the product [Cl:1][C:2]1[CH:21]=[C:20]([Cl:22])[CH:19]=[CH:18][C:3]=1[O:4][CH2:5][C:6]1[CH:7]=[C:8]([CH:9]=[C:10]([O:12][CH:13]([CH3:15])[CH3:14])[CH:11]=1)[CH2:16][O:17][C:27]1[CH:28]=[C:29]([CH2:30][CH2:31][C:32]([OH:34])=[O:33])[N:25]([CH2:23][CH3:24])[N:26]=1, predict the reactants needed to synthesize it. The reactants are: [Cl:1][C:2]1[CH:21]=[C:20]([Cl:22])[CH:19]=[CH:18][C:3]=1[O:4][CH2:5][C:6]1[CH:7]=[C:8]([CH2:16][OH:17])[CH:9]=[C:10]([O:12][CH:13]([CH3:15])[CH3:14])[CH:11]=1.[CH2:23]([N:25]1[C:29]([CH2:30][CH2:31][C:32]([O:34]CC)=[O:33])=[CH:28][C:27](O)=[N:26]1)[CH3:24].C(P(CCCC)CCCC)CCC.N(C(N1CCCCC1)=O)=NC(N1CCCCC1)=O.O1CCCC1CCO.[OH-].[Na+].Cl.